Task: Predict the reactants needed to synthesize the given product.. Dataset: Full USPTO retrosynthesis dataset with 1.9M reactions from patents (1976-2016) (1) Given the product [C:1]1([S:7]([N:10]2[C:14]3=[N:15][CH:16]=[C:17]([C:19]4[CH:20]=[N:21][N:22]([C:24]([O:26][C:27]([CH3:30])([CH3:29])[CH3:28])=[O:25])[CH:23]=4)[CH:18]=[C:13]3[CH:12]=[CH:11]2)(=[O:9])=[O:8])[CH:2]=[CH:3][CH:4]=[CH:5][CH:6]=1, predict the reactants needed to synthesize it. The reactants are: [C:1]1([S:7]([N:10]2[C:14]3=[N:15][CH:16]=[C:17]([C:19]4[CH:20]=[N:21][NH:22][CH:23]=4)[CH:18]=[C:13]3[CH:12]=[CH:11]2)(=[O:9])=[O:8])[CH:6]=[CH:5][CH:4]=[CH:3][CH:2]=1.[C:24](O[C:24]([O:26][C:27]([CH3:30])([CH3:29])[CH3:28])=[O:25])([O:26][C:27]([CH3:30])([CH3:29])[CH3:28])=[O:25].C(N(CC)CC)C. (2) Given the product [CH3:1][C:2]1[CH:7]=[CH:6][N:5]=[C:4]([NH:8][C:9]2[N:14]=[C:13]([C:15]3[S:19][C:18]([CH:20]([OH:21])[CH3:24])=[CH:17][CH:16]=3)[CH:12]=[CH:11][CH:10]=2)[CH:3]=1, predict the reactants needed to synthesize it. The reactants are: [CH3:1][C:2]1[CH:7]=[CH:6][N:5]=[C:4]([NH:8][C:9]2[N:14]=[C:13]([C:15]3[S:19][C:18]([CH:20]=[O:21])=[CH:17][CH:16]=3)[CH:12]=[CH:11][CH:10]=2)[CH:3]=1.O.O1CCC[CH2:24]1. (3) Given the product [CH2:1]([O:3][C:4](=[O:32])[CH:5]([C:10]1[CH:11]=[C:12]([C:22]2[CH:23]=[CH:24][C:25]([C:28]([F:29])([F:30])[F:31])=[CH:26][CH:27]=2)[CH:13]=[C:14]([CH:16]2[CH2:21][CH2:20][CH2:19][N:18]([S:41]([C:37]3[CH:38]=[CH:39][CH:40]=[C:35]([C:34]([F:33])([F:45])[F:46])[CH:36]=3)(=[O:43])=[O:42])[CH2:17]2)[CH:15]=1)[CH2:6][CH:7]([CH3:9])[CH3:8])[CH3:2], predict the reactants needed to synthesize it. The reactants are: [CH2:1]([O:3][C:4](=[O:32])[CH:5]([C:10]1[CH:11]=[C:12]([C:22]2[CH:27]=[CH:26][C:25]([C:28]([F:31])([F:30])[F:29])=[CH:24][CH:23]=2)[CH:13]=[C:14]([CH:16]2[CH2:21][CH2:20][CH2:19][NH:18][CH2:17]2)[CH:15]=1)[CH2:6][CH:7]([CH3:9])[CH3:8])[CH3:2].[F:33][C:34]([F:46])([F:45])[C:35]1[CH:36]=[C:37]([S:41](Cl)(=[O:43])=[O:42])[CH:38]=[CH:39][CH:40]=1.C(N(C(C)C)CC)(C)C. (4) Given the product [CH2:8]([O:15][C:16]1[C:17]([CH3:36])=[CH:18][C:19]([C:23]2[NH:32][C:31](=[O:33])[C:30]3[C:25](=[CH:26][C:27]([F:35])=[CH:28][C:29]=3[O:5][CH2:4][CH2:3][O:2][CH3:1])[N:24]=2)=[CH:20][C:21]=1[CH3:22])[C:9]1[CH:14]=[CH:13][CH:12]=[CH:11][CH:10]=1, predict the reactants needed to synthesize it. The reactants are: [CH3:1][O:2][CH2:3][CH2:4][OH:5].[H-].[Na+].[CH2:8]([O:15][C:16]1[C:21]([CH3:22])=[CH:20][C:19]([C:23]2[NH:32][C:31](=[O:33])[C:30]3[C:25](=[CH:26][C:27]([F:35])=[CH:28][C:29]=3F)[N:24]=2)=[CH:18][C:17]=1[CH3:36])[C:9]1[CH:14]=[CH:13][CH:12]=[CH:11][CH:10]=1.O. (5) The reactants are: [CH3:1][O:2][C:3]1[CH:8]=[CH:7][C:6]([C:9]2[C:14]([CH3:15])=[C:13]([C:16]([F:19])([F:18])[F:17])[N:12]3[N:20]=[CH:21][C:22]([C:23]([OH:25])=O)=[C:11]3[N:10]=2)=[CH:5][CH:4]=1.CN(C(ON1N=NC2C=CC=NC1=2)=[N+](C)C)C.F[P-](F)(F)(F)(F)F.CCN(C(C)C)C(C)C.[F:59][C:60]1[CH:65]=[CH:64][C:63]([C@H:66]([N:68]2[CH2:73][CH2:72][NH:71][C@H:70]([CH3:74])[CH2:69]2)[CH3:67])=[CH:62][CH:61]=1. Given the product [F:59][C:60]1[CH:65]=[CH:64][C:63]([C@H:66]([N:68]2[CH2:73][CH2:72][N:71]([C:23]([C:22]3[CH:21]=[N:20][N:12]4[C:13]([C:16]([F:18])([F:17])[F:19])=[C:14]([CH3:15])[C:9]([C:6]5[CH:7]=[CH:8][C:3]([O:2][CH3:1])=[CH:4][CH:5]=5)=[N:10][C:11]=34)=[O:25])[C@H:70]([CH3:74])[CH2:69]2)[CH3:67])=[CH:62][CH:61]=1, predict the reactants needed to synthesize it. (6) Given the product [CH2:22]([C:6]1([CH2:18][CH2:19][CH2:20][CH3:21])[C:7]2[CH:8]=[C:9]([C:16]#[C:17][C:27]3[S:31][C:30]([CH:32]=[O:33])=[CH:29][CH:28]=3)[CH:10]=[CH:11][C:12]=2[C:13]2[C:5]1=[CH:4][C:3]([C:1]#[C:2][C:27]1[S:31][C:30]([CH:32]=[O:33])=[CH:29][CH:28]=1)=[CH:15][CH:14]=2)[CH2:23][CH2:24][CH3:25], predict the reactants needed to synthesize it. The reactants are: [C:1]([C:3]1[CH:15]=[CH:14][C:13]2[C:12]3[C:7](=[CH:8][C:9]([C:16]#[CH:17])=[CH:10][CH:11]=3)[C:6]([CH2:22][CH2:23][CH2:24][CH3:25])([CH2:18][CH2:19][CH2:20][CH3:21])[C:5]=2[CH:4]=1)#[CH:2].I[C:27]1[S:31][C:30]([CH:32]=[O:33])=[CH:29][CH:28]=1. (7) Given the product [F:13][C:14]([F:27])([F:26])[S:15]([O:6][C:1]1[CH2:5][CH2:4][CH2:3][CH:2]=1)(=[O:17])=[O:16], predict the reactants needed to synthesize it. The reactants are: [C:1]1(=[O:6])[CH2:5][CH2:4][CH2:3][CH2:2]1.C([O-])([O-])=O.[Na+].[Na+].[F:13][C:14]([F:27])([F:26])[S:15](O[S:15]([C:14]([F:27])([F:26])[F:13])(=[O:17])=[O:16])(=[O:17])=[O:16].